Dataset: Reaction yield outcomes from USPTO patents with 853,638 reactions. Task: Predict the reaction yield, written as a fraction of the theoretical maximum amount of product (1.0 means a 100% yield; for example, 0.34 means a 34% yield). (1) The reactants are N#N.[O:3]1[CH2:8][CH2:7][CH:6](O)[CH2:5][CH2:4]1.[I:10][C:11]1[NH:15][N:14]=[CH:13][CH:12]=1.C1(P(C2C=CC=CC=2)C2C=CC=CC=2)C=CC=CC=1.CC(OC(/N=N/C(OC(C)C)=O)=O)C. The catalyst is C1COCC1. The product is [I:10][C:11]1[N:15]([CH:6]2[CH2:7][CH2:8][O:3][CH2:4][CH2:5]2)[N:14]=[CH:13][CH:12]=1. The yield is 0.321. (2) The reactants are [C:1]([NH:6][CH2:7][CH2:8][CH2:9][CH2:10][CH2:11][CH2:12][CH2:13][CH2:14][CH2:15][CH2:16][C:17]([OH:19])=[O:18])(=[O:5])[C:2]([CH3:4])=[CH2:3].[C:20]([O:24][CH2:25][CH2:26][N:27]([CH3:29])[CH3:28])(=[O:23])[CH:21]=[CH2:22].N(C(C)(C)C#N)=NC(C)(C)C#N. The catalyst is CO. The product is [C:1]([NH:6][CH2:7][CH2:8][CH2:9][CH2:10][CH2:11][CH2:12][CH2:13][CH2:14][CH2:15][CH2:16][C:17]([OH:19])=[O:18])(=[O:5])[C:2]([CH3:4])=[CH2:3].[C:20]([O:24][CH2:25][CH2:26][N:27]([CH3:29])[CH3:28])(=[O:23])[CH:21]=[CH2:22]. The yield is 0.261. (3) The reactants are [NH2:1][C:2]1[C:7]2[O:8][CH2:9][CH2:10][O:11][C:6]=2[C:5]([C:12]([NH:14][CH3:15])=[O:13])=[CH:4][CH:3]=1.Cl[C:17]1[N:22]=[C:21]([NH:23][CH2:24][CH3:25])[C:20]([C:26]([F:29])([F:28])[F:27])=[CH:19][N:18]=1. The catalyst is CC(O)(C)C. The product is [CH2:24]([NH:23][C:21]1[C:20]([C:26]([F:28])([F:29])[F:27])=[CH:19][N:18]=[C:17]([NH:1][C:2]2[C:7]3[O:8][CH2:9][CH2:10][O:11][C:6]=3[C:5]([C:12]([NH:14][CH3:15])=[O:13])=[CH:4][CH:3]=2)[N:22]=1)[CH3:25]. The yield is 0.320. (4) The reactants are [C:1]1([CH:7]=[CH:8][C:9](=[O:21])[CH2:10][C:11](=[O:20])[CH:12]=[CH:13][C:14]2[CH:19]=[CH:18][CH:17]=[CH:16][CH:15]=2)[CH:6]=[CH:5][CH:4]=[CH:3][CH:2]=1.[OH-].[Na+].O.[CH2:25](Br)[C:26]1[CH:31]=[CH:30][CH:29]=[CH:28][CH:27]=1. The catalyst is ClCCl.[Cl-].C([N+](CCCC)(CCCC)CCCC)CCC. The product is [CH2:25]([C:10]([CH2:7][C:1]1[CH:6]=[CH:5][CH:4]=[CH:3][CH:2]=1)([C:11](=[O:20])[CH:12]=[CH:13][C:14]1[CH:15]=[CH:16][CH:17]=[CH:18][CH:19]=1)[C:9](=[O:21])[CH:8]=[CH:7][C:1]1[CH:2]=[CH:3][CH:4]=[CH:5][CH:6]=1)[C:26]1[CH:31]=[CH:30][CH:29]=[CH:28][CH:27]=1. The yield is 0.610. (5) The reactants are [CH3:1][O:2][C:3]1[CH:4]=[C:5]2[C:10](=[CH:11][C:12]=1[OH:13])[N:9]=[CH:8][CH:7]=[C:6]2[O:14][C:15]1[C:16]([C:23]2[CH:28]=[CH:27][CH:26]=[C:25]([CH3:29])[N:24]=2)=[N:17][C:18]([CH3:22])=[C:19]([CH3:21])[CH:20]=1.C(=O)([O-])[O-].[K+].[K+].[CH2:36]([CH:38]1[O:40][CH2:39]1)Br.O. The catalyst is CN(C)C=O. The product is [CH3:1][O:2][C:3]1[CH:4]=[C:5]2[C:10](=[CH:11][C:12]=1[O:13][CH2:36][CH:38]1[CH2:39][O:40]1)[N:9]=[CH:8][CH:7]=[C:6]2[O:14][C:15]1[C:16]([C:23]2[CH:28]=[CH:27][CH:26]=[C:25]([CH3:29])[N:24]=2)=[N:17][C:18]([CH3:22])=[C:19]([CH3:21])[CH:20]=1. The yield is 0.990. (6) The product is [OH:19][CH2:18][C:13]1[CH:14]=[C:15]2[C:10](=[CH:11][CH:12]=1)[CH:9]=[C:8]([OH:7])[CH:17]=[CH:16]2. The reactants are [H-].[Al+3].[Li+].[H-].[H-].[H-].[OH:7][C:8]1[CH:9]=[C:10]2[C:15](=[CH:16][CH:17]=1)[CH:14]=[C:13]([C:18](OC)=[O:19])[CH:12]=[CH:11]2.C1(C([O-])=O)C2C(=CC=CC=2)C=CC=1.Cl. The yield is 0.870. The catalyst is O.C1COCC1. (7) The reactants are [CH:1]1([N:6]2[CH2:12][C:11]3([CH2:15][CH2:14][CH2:13]3)[C:10](=[O:16])[N:9]([CH3:17])[C:8]3[CH:18]=[N:19][C:20]([NH:22][C:23]4[CH:31]=[CH:30][C:26]([C:27](O)=[O:28])=[CH:25][C:24]=4[F:32])=[N:21][C:7]2=3)[CH2:5][CH2:4][CH2:3][CH2:2]1.CCN(C(C)C)C(C)C.CN(C(ON1N=NC2C=CC=CC1=2)=[N+](C)C)C.[B-](F)(F)(F)F.[NH2:64][N:65]1[CH2:70][CH2:69][N:68]([CH3:71])[CH2:67][CH2:66]1. The catalyst is CN(C=O)C. The product is [CH:1]1([N:6]2[CH2:12][C:11]3([CH2:13][CH2:14][CH2:15]3)[C:10](=[O:16])[N:9]([CH3:17])[C:8]3[CH:18]=[N:19][C:20]([NH:22][C:23]4[CH:31]=[CH:30][C:26]([C:27]([NH:64][N:65]5[CH2:70][CH2:69][N:68]([CH3:71])[CH2:67][CH2:66]5)=[O:28])=[CH:25][C:24]=4[F:32])=[N:21][C:7]2=3)[CH2:2][CH2:3][CH2:4][CH2:5]1. The yield is 0.410.